Predict the product of the given reaction. From a dataset of Forward reaction prediction with 1.9M reactions from USPTO patents (1976-2016). The product is: [CH3:24][O:23][C:21]([C:14]1[CH:13]=[C:12]([C:4]2[C:3]([C:1]([OH:30])=[O:2])=[CH:11][C:7]3[O:8][CH2:9][O:10][C:6]=3[CH:5]=2)[N:20]2[C:15]=1[CH2:16][CH2:17][CH2:18][CH2:19]2)=[O:22]. Given the reactants [CH:1]([C:3]1[C:4]([C:12]2[N:20]3[C:15]([CH2:16][CH2:17][CH2:18][CH2:19]3)=[C:14]([C:21]([O:23][CH3:24])=[O:22])[CH:13]=2)=[CH:5][C:6]2[O:10][CH2:9][O:8][C:7]=2[CH:11]=1)=[O:2].CC(=CC)C.[O-:30]Cl=O.[Na+], predict the reaction product.